Dataset: Peptide-MHC class I binding affinity with 185,985 pairs from IEDB/IMGT. Task: Regression. Given a peptide amino acid sequence and an MHC pseudo amino acid sequence, predict their binding affinity value. This is MHC class I binding data. (1) The peptide sequence is SSTTSAGPCR. The MHC is HLA-A03:01 with pseudo-sequence HLA-A03:01. The binding affinity (normalized) is 0.131. (2) The peptide sequence is YDFAFRDL. The MHC is H-2-Kb with pseudo-sequence H-2-Kb. The binding affinity (normalized) is 0.233. (3) The peptide sequence is KRRWRRRWQ. The MHC is Mamu-B03 with pseudo-sequence Mamu-B03. The binding affinity (normalized) is 0.592. (4) The peptide sequence is GSHLEVQGY. The MHC is Mamu-A02 with pseudo-sequence Mamu-A02. The binding affinity (normalized) is 0.364. (5) The peptide sequence is AIRRGTGDAW. The MHC is Mamu-B17 with pseudo-sequence Mamu-B17. The binding affinity (normalized) is 0.388. (6) The peptide sequence is WLRAHPVAI. The MHC is HLA-A11:01 with pseudo-sequence HLA-A11:01. The binding affinity (normalized) is 0.213. (7) The peptide sequence is LIQYRQQLEL. The MHC is HLA-A02:06 with pseudo-sequence HLA-A02:06. The binding affinity (normalized) is 0. (8) The peptide sequence is SPTPGPSNA. The MHC is HLA-A01:01 with pseudo-sequence HLA-A01:01. The binding affinity (normalized) is 0.213. (9) The peptide sequence is ANFKFRDLLF. The MHC is H-2-Db with pseudo-sequence H-2-Db. The binding affinity (normalized) is 0.0376. (10) The peptide sequence is VMKRNFIDF. The MHC is HLA-A24:03 with pseudo-sequence HLA-A24:03. The binding affinity (normalized) is 0.215.